Dataset: Reaction yield outcomes from USPTO patents with 853,638 reactions. Task: Predict the reaction yield, written as a fraction of the theoretical maximum amount of product (1.0 means a 100% yield; for example, 0.34 means a 34% yield). (1) The catalyst is CS(C)=O. The product is [Cl:13][C:14]1[CH:15]=[CH:16][C:17]([C:20]2[CH:25]=[CH:24][CH:23]=[C:22]([NH:26][C:27]([NH:2][CH2:3][C:4]3[CH:9]=[CH:8][C:7]([OH:10])=[C:6]([O:11][CH3:12])[CH:5]=3)=[O:28])[CH:21]=2)=[CH:18][CH:19]=1. The reactants are Cl.[NH2:2][CH2:3][C:4]1[CH:9]=[CH:8][C:7]([OH:10])=[C:6]([O:11][CH3:12])[CH:5]=1.[Cl:13][C:14]1[CH:19]=[CH:18][C:17]([C:20]2[CH:25]=[CH:24][CH:23]=[C:22]([NH:26][C:27](=O)[O:28]C3C=CC=CC=3)[CH:21]=2)=[CH:16][CH:15]=1.O. The yield is 0.640. (2) The catalyst is C1COCC1.CO. The product is [Cl:1][C:2]1[CH:3]=[C:4]([C:8]2[CH:9]=[C:10]([CH2:16][N:17]3[CH:21]=[C:20]([C:22]([OH:24])=[O:23])[CH:19]=[N:18]3)[CH:11]=[N:12][C:13]=2[O:14][CH3:15])[CH:5]=[CH:6][CH:7]=1. The reactants are [Cl:1][C:2]1[CH:3]=[C:4]([C:8]2[CH:9]=[C:10]([CH2:16][N:17]3[CH:21]=[C:20]([C:22]([O:24]CC)=[O:23])[CH:19]=[N:18]3)[CH:11]=[N:12][C:13]=2[O:14][CH3:15])[CH:5]=[CH:6][CH:7]=1.[Li+].[OH-]. The yield is 0.870. (3) The reactants are [CH3:1][CH:2]([CH3:5])[CH:3]=O.[C:6]([CH2:8][C:9]([O:11]C)=O)#[N:7].[NH2:13][C:14]([NH2:16])=[S:15].N1CCCCC1. The catalyst is C(O)C. The product is [CH:2]([C:3]1[N:13]=[C:14]([SH:15])[NH:16][C:9](=[O:11])[C:8]=1[C:6]#[N:7])([CH3:5])[CH3:1]. The yield is 0.550.